This data is from Full USPTO retrosynthesis dataset with 1.9M reactions from patents (1976-2016). The task is: Predict the reactants needed to synthesize the given product. (1) Given the product [F:15][C:12]1[N:13]=[CH:14][C:9]([CH2:8][O:17][CH:3]([OH:6])[CH3:4])=[C:10]([I:16])[CH:11]=1, predict the reactants needed to synthesize it. The reactants are: [H-].[Na+].[CH2:3]([OH:6])[CH2:4]O.Br[CH2:8][C:9]1[C:10]([I:16])=[CH:11][C:12]([F:15])=[N:13][CH:14]=1.[OH2:17]. (2) Given the product [C:19]([O:18][C:16]([N:13]1[CH2:14][CH2:15][CH:10]([N:9]([C:6]2[CH:5]=[CH:4][C:3]([O:2][CH3:1])=[CH:8][CH:7]=2)[CH2:24][C:25]2[CH:30]=[CH:29][N:28]=[C:27]([C:31]3[CH:36]=[C:35]([O:37][CH3:38])[C:34]([O:39][CH3:40])=[C:33]([O:41][CH3:42])[CH:32]=3)[CH:26]=2)[CH2:11][CH2:12]1)=[O:17])([CH3:22])([CH3:21])[CH3:20], predict the reactants needed to synthesize it. The reactants are: [CH3:1][O:2][C:3]1[CH:8]=[CH:7][C:6]([NH:9][CH:10]2[CH2:15][CH2:14][N:13]([C:16]([O:18][C:19]([CH3:22])([CH3:21])[CH3:20])=[O:17])[CH2:12][CH2:11]2)=[CH:5][CH:4]=1.Cl[CH2:24][C:25]1[CH:30]=[CH:29][N:28]=[C:27]([C:31]2[CH:36]=[C:35]([O:37][CH3:38])[C:34]([O:39][CH3:40])=[C:33]([O:41][CH3:42])[CH:32]=2)[CH:26]=1. (3) Given the product [CH3:10][O:9][C:5]1[C:6](=[O:8])[NH:7][CH:2]=[N:3][CH:4]=1, predict the reactants needed to synthesize it. The reactants are: S[C:2]1[NH:7][C:6](=[O:8])[C:5]([O:9][CH3:10])=[CH:4][N:3]=1. (4) Given the product [F:32][C:13]1[CH:12]=[C:11]([N:10]([C:8]([C:5]2[CH:6]=[N:7][C:2]([O:41][C:38]3[CH:39]=[CH:40][C:35]([F:34])=[CH:36][CH:37]=3)=[CH:3][CH:4]=2)=[O:9])[CH3:33])[CH:16]=[CH:15][C:14]=1[CH2:17][N:18]1[CH2:23][CH2:22][N:21]([C:24]([O:26][C:27]([CH3:30])([CH3:29])[CH3:28])=[O:25])[C@@H:20]([CH3:31])[CH2:19]1, predict the reactants needed to synthesize it. The reactants are: Cl[C:2]1[N:7]=[CH:6][C:5]([C:8]([N:10]([CH3:33])[C:11]2[CH:16]=[CH:15][C:14]([CH2:17][N:18]3[CH2:23][CH2:22][N:21]([C:24]([O:26][C:27]([CH3:30])([CH3:29])[CH3:28])=[O:25])[C@@H:20]([CH3:31])[CH2:19]3)=[C:13]([F:32])[CH:12]=2)=[O:9])=[CH:4][CH:3]=1.[F:34][C:35]1[CH:40]=[CH:39][C:38]([OH:41])=[CH:37][CH:36]=1.